Dataset: Forward reaction prediction with 1.9M reactions from USPTO patents (1976-2016). Task: Predict the product of the given reaction. (1) The product is: [NH2:18][C:19]1[N:20]([CH3:37])[C:21](=[O:36])[C:22]2([N:35]=1)[C:31]1[C:26](=[CH:27][CH:28]=[C:29]([C:5]3[CH:6]=[CH:7][CH:8]=[C:3]([O:2][CH3:1])[CH:4]=3)[CH:30]=1)[CH2:25][C:24]([CH3:33])([CH3:34])[CH2:23]2. Given the reactants [CH3:1][O:2][C:3]1[CH:4]=[C:5](B(O)O)[CH:6]=[CH:7][CH:8]=1.C(=O)([O-])[O-].[Na+].[Na+].[NH2:18][C:19]1[N:20]([CH3:37])[C:21](=[O:36])[C:22]2([N:35]=1)[C:31]1[C:26](=[CH:27][CH:28]=[C:29](Br)[CH:30]=1)[CH2:25][C:24]([CH3:34])([CH3:33])[CH2:23]2, predict the reaction product. (2) Given the reactants [H-].[Na+].[CH2:3]1[C:11]2[C:6](=[CH:7][CH:8]=[CH:9][CH:10]=2)[C@H:5]([NH2:12])[C@@H:4]1[OH:13].[H][H].[CH2:16](Br)[C:17]#[CH:18], predict the reaction product. The product is: [CH2:18]([O:13][C@@H:4]1[CH2:3][C:11]2[C:6](=[CH:7][CH:8]=[CH:9][CH:10]=2)[C@@H:5]1[NH2:12])[C:17]#[CH:16]. (3) Given the reactants [Si:1]([O:8][CH2:9][C:10]1[CH:11]=[C:12]([CH2:18][OH:19])[N:13]=[N:14][C:15]=1[O:16][CH3:17])([C:4]([CH3:7])([CH3:6])[CH3:5])([CH3:3])[CH3:2].[CH2:20]1[CH2:25][O:24][CH:23]=[CH:22][CH2:21]1.CC1C=CC(S([O-])(=O)=O)=CC=1.C1C=C[NH+]=CC=1, predict the reaction product. The product is: [Si:1]([O:8][CH2:9][C:10]1[CH:11]=[C:12]([CH2:18][O:19][CH:23]2[CH2:22][CH2:21][CH2:20][CH2:25][O:24]2)[N:13]=[N:14][C:15]=1[O:16][CH3:17])([C:4]([CH3:7])([CH3:5])[CH3:6])([CH3:3])[CH3:2]. (4) Given the reactants Cl.[CH3:2][O:3][C:4]1[CH:13]=[CH:12][C:11]2[CH2:10][NH:9][CH2:8][CH2:7][C:6]=2[C:5]=1[CH:14]=[O:15].CN(C)C=O.Cl[C:22]1[S:23][C:24]([C:28]([N:30]2[CH2:35][CH2:34][O:33][CH2:32][CH2:31]2)=[O:29])=[C:25]([CH3:27])[N:26]=1.C(=O)([O-])[O-].[K+].[K+], predict the reaction product. The product is: [CH3:2][O:3][C:4]1[CH:13]=[CH:12][C:11]2[CH2:10][N:9]([C:22]3[S:23][C:24]([C:28]([N:30]4[CH2:31][CH2:32][O:33][CH2:34][CH2:35]4)=[O:29])=[C:25]([CH3:27])[N:26]=3)[CH2:8][CH2:7][C:6]=2[C:5]=1[CH:14]=[O:15]. (5) Given the reactants [CH3:1][O:2][C:3]([C:5]1[C:6]([C:16]([OH:18])=O)=[N:7][N:8]([C:10]2[CH:15]=[CH:14][CH:13]=[CH:12][CH:11]=2)[N:9]=1)=[O:4].[C:19](N1C=CN=C1)([N:21]1C=CN=[CH:22]1)=O.CNC, predict the reaction product. The product is: [CH3:19][N:21]([CH3:22])[C:16]([C:6]1[C:5]([C:3]([O:2][CH3:1])=[O:4])=[N:9][N:8]([C:10]2[CH:11]=[CH:12][CH:13]=[CH:14][CH:15]=2)[N:7]=1)=[O:18]. (6) Given the reactants [CH3:1][C:2]1([CH3:10])O[C:7](=O)[CH2:6][C:4](=[O:5])[O:3]1.[C:11](O)(C)(C)C.C1(C)C=CC=CC=1.[OH:23][C:24]1[CH:25]=[C:26]([CH:29]=[CH:30][C:31]=1[OH:32])C=O, predict the reaction product. The product is: [C:2]([O:3][C:4](=[O:5])/[CH:6]=[CH:7]/[C:26]1[CH:29]=[CH:30][C:31]([OH:32])=[C:24]([OH:23])[CH:25]=1)([CH3:10])([CH3:1])[CH3:11]. (7) Given the reactants [NH:1]1[C:5]([C:6]#[N:7])=[N:4][CH:3]=[N:2]1.[H-].[Na+].Cl[CH2:11][N:12]1[CH2:16][C@@H:15]([C:17]2[CH:22]=[C:21]([F:23])[C:20]([F:24])=[C:19]([F:25])[CH:18]=2)[CH2:14][C:13]1=[O:26], predict the reaction product. The product is: [O:26]=[C:13]1[CH2:14][C@H:15]([C:17]2[CH:18]=[C:19]([F:25])[C:20]([F:24])=[C:21]([F:23])[CH:22]=2)[CH2:16][N:12]1[CH2:11][N:1]1[C:5]([C:6]#[N:7])=[N:4][CH:3]=[N:2]1. (8) The product is: [C:13]([O:12][C:10](=[O:11])[CH2:9][O:8][C:7]1[CH:17]=[CH:18][CH:19]=[C:5]([CH2:4][NH2:1])[CH:6]=1)([CH3:16])([CH3:14])[CH3:15]. Given the reactants [N:1]([CH2:4][C:5]1[CH:6]=[C:7]([CH:17]=[CH:18][CH:19]=1)[O:8][CH2:9][C:10]([O:12][C:13]([CH3:16])([CH3:15])[CH3:14])=[O:11])=[N+]=[N-].C1COCC1.C1(P(C2C=CC=CC=2)C2C=CC=CC=2)C=CC=CC=1, predict the reaction product.